From a dataset of Forward reaction prediction with 1.9M reactions from USPTO patents (1976-2016). Predict the product of the given reaction. (1) Given the reactants [CH2:1]([O:3][C:4](=[O:23])[C:5]1[CH:10]=[CH:9][C:8]([NH:11][C:12](=[O:22])[C:13]2[CH:18]=[CH:17][CH:16]=[C:15]([N+:19]([O-])=O)[CH:14]=2)=[CH:7][CH:6]=1)[CH3:2].[Sn].Cl, predict the reaction product. The product is: [CH2:1]([O:3][C:4](=[O:23])[C:5]1[CH:6]=[CH:7][C:8]([NH:11][C:12](=[O:22])[C:13]2[CH:18]=[CH:17][CH:16]=[C:15]([NH2:19])[CH:14]=2)=[CH:9][CH:10]=1)[CH3:2]. (2) Given the reactants [CH:1]([C:3]1[C:11]([C:12]([O:14][CH3:15])=[O:13])=[CH:10][CH:9]=[C:8]2[C:4]=1[CH:5]=[CH:6][NH:7]2)=[CH2:2], predict the reaction product. The product is: [CH2:1]([C:3]1[C:11]([C:12]([O:14][CH3:15])=[O:13])=[CH:10][CH:9]=[C:8]2[C:4]=1[CH:5]=[CH:6][NH:7]2)[CH3:2]. (3) Given the reactants [C:1]1([C:7]2[S:11][C:10]([NH:12][NH2:13])=[N:9][CH:8]=2)[CH:6]=[CH:5][CH:4]=[CH:3][CH:2]=1.[N:14]1[C:23]2[C:18](=[CH:19][C:20]([CH2:24][C:25](O)=[O:26])=[CH:21][CH:22]=2)[CH:17]=[CH:16][CH:15]=1.C(Cl)CCl.C1C=CC2N(O)N=NC=2C=1.C([O-])([O-])=O.[K+].[K+], predict the reaction product. The product is: [C:1]1([C:7]2[S:11][C:10]([NH:12][NH:13][C:25](=[O:26])[CH2:24][C:20]3[CH:19]=[C:18]4[C:23](=[CH:22][CH:21]=3)[N:14]=[CH:15][CH:16]=[CH:17]4)=[N:9][CH:8]=2)[CH:2]=[CH:3][CH:4]=[CH:5][CH:6]=1. (4) Given the reactants [NH:1]1[C:9]2[C:4](=[CH:5][C:6]([CH2:10][NH:11][CH3:12])=[CH:7][CH:8]=2)[CH:3]=[CH:2]1.Cl.[O:14]=[C:15]1[NH:24][C:23]2[N:22]=[CH:21][C:20](/[CH:25]=[CH:26]/[C:27]([OH:29])=O)=[CH:19][C:18]=2[CH2:17][CH2:16]1, predict the reaction product. The product is: [NH:1]1[C:9]2[C:4](=[CH:5][C:6]([CH2:10][N:11]([CH3:12])[C:27](=[O:29])/[CH:26]=[CH:25]/[C:20]3[CH:21]=[N:22][C:23]4[NH:24][C:15](=[O:14])[CH2:16][CH2:17][C:18]=4[CH:19]=3)=[CH:7][CH:8]=2)[CH:3]=[CH:2]1. (5) Given the reactants [Br:1][C:2]1[CH:3]=[C:4]2[C:9](=[CH:10][CH:11]=1)[N:8]=[C:7]([C:12]1[CH:17]=[C:16]([O:18][CH3:19])[C:15]([O:20][CH3:21])=[C:14]([O:22][CH3:23])[CH:13]=1)[CH:6]=[C:5]2[C:24](O)=[O:25].Cl.Cl.[NH2:29][CH:30]([CH2:33][C:34]1[C:38]2[CH:39]=[N:40][CH:41]=[CH:42][C:37]=2[NH:36][CH:35]=1)[CH2:31][OH:32].C1C=CC2N(O)N=NC=2C=1.CCN=C=NCCCN(C)C, predict the reaction product. The product is: [OH:32][CH2:31][CH:30]([NH:29][C:24]([C:5]1[C:4]2[C:9](=[CH:10][CH:11]=[C:2]([Br:1])[CH:3]=2)[N:8]=[C:7]([C:12]2[CH:17]=[C:16]([O:18][CH3:19])[C:15]([O:20][CH3:21])=[C:14]([O:22][CH3:23])[CH:13]=2)[CH:6]=1)=[O:25])[CH2:33][C:34]1[C:38]2[CH:39]=[N:40][CH:41]=[CH:42][C:37]=2[NH:36][CH:35]=1. (6) Given the reactants [ClH:1].[CH3:2][NH:3][CH2:4][C:5]1([C:11]2[CH:20]=[CH:19][C:18]3[C:13](=[CH:14][CH:15]=[CH:16][CH:17]=3)[CH:12]=2)[CH2:10][CH2:9][CH:8]=[CH:7][CH2:6]1, predict the reaction product. The product is: [ClH:1].[CH3:2][NH:3][CH2:4][C:5]1([C:11]2[CH:20]=[CH:19][C:18]3[C:13](=[CH:14][CH:15]=[CH:16][CH:17]=3)[CH:12]=2)[CH2:10][CH2:9][CH:8]=[CH:7][CH2:6]1. (7) Given the reactants [F:1][C:2]1[C:7]([S:8][CH3:9])=[CH:6][CH:5]=[CH:4][C:3]=1[C:10]1(O)[CH2:15][CH2:14][N:13](C(OC(C)(C)C)=O)[CH2:12][CH2:11]1, predict the reaction product. The product is: [F:1][C:2]1[C:7]([S:8][CH3:9])=[CH:6][CH:5]=[CH:4][C:3]=1[C:10]1[CH2:15][CH2:14][NH:13][CH2:12][CH:11]=1. (8) Given the reactants [Cl:1][C:2]1[CH:22]=[CH:21][C:5]([CH2:6][N:7]2[C:15](=[O:16])[C:14]3[C:9](=[CH:10][CH:11]=[C:12]([C:17](O)=[O:18])[CH:13]=3)[C:8]2=[O:20])=[CH:4][CH:3]=1.[O:23]1[CH2:28][CH2:27][N:26]([CH2:29][CH2:30][NH2:31])[CH2:25][CH2:24]1, predict the reaction product. The product is: [Cl-:1].[Cl:1][C:2]1[CH:3]=[CH:4][C:5]([CH2:6][N:7]2[C:15](=[O:16])[C:14]3[C:9](=[CH:10][CH:11]=[C:12]([C:17]([NH:31][CH2:30][CH2:29][NH+:26]4[CH2:27][CH2:28][O:23][CH2:24][CH2:25]4)=[O:18])[CH:13]=3)[C:8]2=[O:20])=[CH:21][CH:22]=1. (9) Given the reactants Br[C:2]1[CH:3]=[C:4]2[C:9](=[N:10][CH:11]=1)[NH:8][C:7](=[O:12])[C:6]([CH3:14])([CH3:13])[CH2:5]2.[C:15]([O:19][C:20]([CH3:23])([CH3:22])[CH3:21])(=[O:18])[CH:16]=[CH2:17].CCN(C(C)C)C(C)C.CC1C=CC=CC=1P(C1C=CC=CC=1C)C1C=CC=CC=1C, predict the reaction product. The product is: [CH3:13][C:6]1([CH3:14])[C:7](=[O:12])[NH:8][C:9]2[N:10]=[CH:11][C:2](/[CH:17]=[CH:16]/[C:15]([O:19][C:20]([CH3:23])([CH3:22])[CH3:21])=[O:18])=[CH:3][C:4]=2[CH2:5]1. (10) Given the reactants C([O:3][C:4](=O)[CH:5]([CH3:24])[CH2:6][N:7]([C:14]1[C:19]([N+:20]([O-])=O)=[CH:18][N:17]=[C:16]([Cl:23])[N:15]=1)[CH:8]1[CH2:13][CH2:12][CH2:11][CH2:10][CH2:9]1)C, predict the reaction product. The product is: [Cl:23][C:16]1[N:17]=[CH:18][C:19]2[NH:20][C:4](=[O:3])[CH:5]([CH3:24])[CH2:6][N:7]([CH:8]3[CH2:13][CH2:12][CH2:11][CH2:10][CH2:9]3)[C:14]=2[N:15]=1.